From a dataset of Full USPTO retrosynthesis dataset with 1.9M reactions from patents (1976-2016). Predict the reactants needed to synthesize the given product. (1) The reactants are: [CH2:1]([O:3][C:4](=[O:12])[C:5]1[CH:10]=[CH:9][C:8]([NH2:11])=[CH:7][CH:6]=1)[CH3:2].[CH2:13]([O:15][C:16](=[O:26])[CH2:17][C:18](=O)[C:19]1[CH:24]=[CH:23][CH:22]=[CH:21][CH:20]=1)[CH3:14]. Given the product [CH2:1]([O:3][C:4](=[O:12])[C:5]1[CH:10]=[CH:9][C:8]([N:11]=[C:18]([C:19]2[CH:20]=[CH:21][CH:22]=[CH:23][CH:24]=2)[CH2:17][C:16]([O:15][CH2:13][CH3:14])=[O:26])=[CH:7][CH:6]=1)[CH3:2], predict the reactants needed to synthesize it. (2) Given the product [CH2:7]1[C:8]2([CH2:14][CH2:13][CH2:12][CH2:11]2)[CH:9]=[N:10][N:6]1[C:4](=[N:5][S:47]([C:36]1[CH:37]=[CH:38][C:39]([NH:40][C:41](=[O:46])[C:42]([F:43])([F:44])[F:45])=[C:34]([CH3:33])[CH:35]=1)(=[O:49])=[O:48])[NH:3][CH2:1][CH3:2], predict the reactants needed to synthesize it. The reactants are: [CH2:1]([NH:3][C:4]([N:6]1[N:10]=[CH:9][C:8]2([CH2:14][CH2:13][CH2:12][CH2:11]2)[CH2:7]1)=[NH:5])[CH3:2].CCN(P1(N(C)CCCN1C)=NC(C)(C)C)CC.[CH3:33][C:34]1[CH:35]=[C:36]([S:47](Cl)(=[O:49])=[O:48])[CH:37]=[CH:38][C:39]=1[NH:40][C:41](=[O:46])[C:42]([F:45])([F:44])[F:43].Cl.